From a dataset of Catalyst prediction with 721,799 reactions and 888 catalyst types from USPTO. Predict which catalyst facilitates the given reaction. (1) The catalyst class is: 6. Reactant: [CH3:1][N:2]1[CH2:6][CH:5]([C:7]2[N:11]3[CH:12]=[CH:13][N:14]=[C:15]([CH3:16])[C:10]3=[CH:9][N:8]=2)[CH2:4][C:3]1=[O:17].CN(C)C=O.[Br:23]N1C(=O)CCC1=O. Product: [Br:23][C:9]1[N:8]=[C:7]([CH:5]2[CH2:6][N:2]([CH3:1])[C:3](=[O:17])[CH2:4]2)[N:11]2[CH:12]=[CH:13][N:14]=[C:15]([CH3:16])[C:10]=12. (2) Reactant: [OH:1][CH2:2][C:3]1[CH:12]=[CH:11][C:10]2[C:5](=[CH:6][C:7]([O:17][CH3:18])=[C:8]([O:15][CH3:16])[C:9]=2[O:13][CH3:14])[CH:4]=1.[Cr](O[Cr]([O-])(=O)=O)([O-])(=O)=O.[NH+]1C=CC=CC=1.[NH+]1C=CC=CC=1. Product: [CH3:14][O:13][C:9]1[C:8]([O:15][CH3:16])=[C:7]([O:17][CH3:18])[CH:6]=[C:5]2[C:10]=1[CH:11]=[CH:12][C:3]([CH:2]=[O:1])=[CH:4]2. The catalyst class is: 4. (3) Reactant: [NH:1]1[CH2:6][CH2:5][S:4][CH2:3][CH2:2]1.CCN(CC)CC.[N+:14]([C:17]1[CH:25]=[CH:24][C:20]([C:21](Cl)=[O:22])=[CH:19][CH:18]=1)([O-:16])=[O:15]. Product: [N+:14]([C:17]1[CH:18]=[CH:19][C:20]([C:21]([N:1]2[CH2:6][CH2:5][S:4][CH2:3][CH2:2]2)=[O:22])=[CH:24][CH:25]=1)([O-:16])=[O:15]. The catalyst class is: 2. (4) Reactant: [Br:1][C:2]1[S:6][C:5]([C:7]([O:9][CH2:10]C)=[O:8])=[C:4]([NH2:12])[CH:3]=1.CO[CH:15](OC)[N:16]([CH3:18])[CH3:17]. Product: [Br:1][C:2]1[S:6][C:5]([C:7]([O:9][CH3:10])=[O:8])=[C:4]([N:12]=[CH:15][N:16]([CH3:18])[CH3:17])[CH:3]=1. The catalyst class is: 14. (5) Reactant: [CH3:1][C:2]1[NH:3][C:4]2[C:9]([CH:10]=1)=[CH:8][CH:7]=[CH:6][CH:5]=2.[Li]CCCC.CC(C)([O-])C.[K+].[F:22][C:23]([F:40])([F:39])[C:24](=[O:38])[CH2:25][C:26]1([CH3:37])[C:35]2[C:30](=[CH:31][CH:32]=[C:33]([F:36])[CH:34]=2)[O:29][CH2:28][CH2:27]1. Product: [F:40][C:23]([F:22])([F:39])[C:24]([CH2:1][C:2]1[NH:3][C:4]2[C:9]([CH:10]=1)=[CH:8][CH:7]=[CH:6][CH:5]=2)([OH:38])[CH2:25][C:26]1([CH3:37])[C:35]2[C:30](=[CH:31][CH:32]=[C:33]([F:36])[CH:34]=2)[O:29][CH2:28][CH2:27]1. The catalyst class is: 385. (6) Reactant: [Br:1][C:2]1[CH:3]=[CH:4][C:5]2[N:6]([C:8]([C:11]([F:20])([F:19])[C:12]3[N:17]=[N:16][C:15]([NH2:18])=[CH:14][CH:13]=3)=[N:9][N:10]=2)[CH:7]=1.Br[CH2:22][C:23](=O)[C:24]([O:26][CH3:27])=[O:25].C([O-])(O)=O.[Na+]. Product: [Br:1][C:2]1[CH:3]=[CH:4][C:5]2[N:6]([C:8]([C:11]([F:20])([F:19])[C:12]3[CH:13]=[CH:14][C:15]4[N:16]([CH:22]=[C:23]([C:24]([O:26][CH3:27])=[O:25])[N:18]=4)[N:17]=3)=[N:9][N:10]=2)[CH:7]=1. The catalyst class is: 12.